This data is from Reaction yield outcomes from USPTO patents with 853,638 reactions. The task is: Predict the reaction yield, written as a fraction of the theoretical maximum amount of product (1.0 means a 100% yield; for example, 0.34 means a 34% yield). (1) The reactants are [CH:1]1([C:4]([OH:6])=O)[CH2:3][CH2:2]1.N1(OC(N(C)C)=[N+](C)C)C2C=CC=CC=2N=N1.Cl.[NH:25]1[CH2:30][CH:29]=[C:28]([C:31]2[S:39][C:38]3[C:37]([C:40]4[CH:45]=[CH:44][C:43]([NH:46][S:47]([CH:50]5[CH2:52][CH2:51]5)(=[O:49])=[O:48])=[CH:42][CH:41]=4)=[N:36][CH:35]=[N:34][C:33]=3[CH:32]=2)[CH2:27][CH2:26]1.C(N(CC)C(C)C)(C)C. The catalyst is C(#N)C. The product is [CH:1]1([C:4]([N:25]2[CH2:26][CH:27]=[C:28]([C:31]3[S:39][C:38]4[C:37]([C:40]5[CH:41]=[CH:42][C:43]([NH:46][S:47]([CH:50]6[CH2:52][CH2:51]6)(=[O:48])=[O:49])=[CH:44][CH:45]=5)=[N:36][CH:35]=[N:34][C:33]=4[CH:32]=3)[CH2:29][CH2:30]2)=[O:6])[CH2:3][CH2:2]1. The yield is 0.350. (2) The reactants are [N+:1]([O-:4])(O)=[O:2].[Cl:5][C:6]1[CH:15]=[CH:14][C:13]2[C:8](=[CH:9][CH:10]=[CH:11][CH:12]=2)[N:7]=1. The catalyst is S(=O)(=O)(O)O. The product is [Cl:5][C:6]1[CH:15]=[CH:14][C:13]2[C:8](=[C:9]([N+:1]([O-:4])=[O:2])[CH:10]=[CH:11][CH:12]=2)[N:7]=1. The yield is 0.640. (3) The reactants are Cl[C:2]1[C:11]2[C:6](=[CH:7][N:8]=[CH:9][CH:10]=2)[C:5]2=[CH:12][CH:13]=[CH:14][C:15]([C:16]([O:18][CH3:19])=[O:17])=[C:4]2[N:3]=1.[Cl:20][C:21]1[CH:22]=[C:23]([CH:25]=[CH:26][CH:27]=1)[NH2:24].O. The catalyst is CN1C(=O)CCC1. The product is [Cl:20][C:21]1[CH:22]=[C:23]([NH:24][C:2]2[C:11]3[C:6](=[CH:7][N:8]=[CH:9][CH:10]=3)[C:5]3=[CH:12][CH:13]=[CH:14][C:15]([C:16]([O:18][CH3:19])=[O:17])=[C:4]3[N:3]=2)[CH:25]=[CH:26][CH:27]=1. The yield is 0.450. (4) The reactants are Cl[C:2]1[CH:7]=[C:6]([Cl:8])[N:5]=[CH:4][N:3]=1.[N+:9]([C:12]1[CH:13]=[C:14](B(O)O)[CH:15]=[CH:16][CH:17]=1)([O-:11])=[O:10].C(COC)OC.C([O-])(O)=O.[Na+]. The catalyst is Cl[Pd](Cl)([P](C1C=CC=CC=1)(C1C=CC=CC=1)C1C=CC=CC=1)[P](C1C=CC=CC=1)(C1C=CC=CC=1)C1C=CC=CC=1.O. The product is [Cl:8][C:6]1[CH:7]=[C:2]([C:16]2[CH:15]=[CH:14][CH:13]=[C:12]([N+:9]([O-:11])=[O:10])[CH:17]=2)[N:3]=[CH:4][N:5]=1. The yield is 0.860. (5) The reactants are [C:1]1([N:7]2[C:11]([NH2:12])=[CH:10][C:9]([C:13]([F:16])([F:15])[F:14])=[N:8]2)[CH:6]=[CH:5][CH:4]=[CH:3][CH:2]=1.C([O-])([O-])=O.[K+].[K+].Cl[C:24]([O:26][C:27]1[CH:32]=[CH:31][CH:30]=[CH:29][CH:28]=1)=[O:25]. The catalyst is C1COCC1. The product is [C:1]1([N:7]2[C:11]([NH:12][C:24](=[O:25])[O:26][C:27]3[CH:32]=[CH:31][CH:30]=[CH:29][CH:28]=3)=[CH:10][C:9]([C:13]([F:15])([F:16])[F:14])=[N:8]2)[CH:2]=[CH:3][CH:4]=[CH:5][CH:6]=1. The yield is 0.990. (6) The reactants are [F:1][C:2]1[CH:7]=[CH:6][C:5]([N:8]2[C:12]([C:13]3[CH:14]=[CH:15][C:16]([O:20][CH3:21])=[C:17]([OH:19])[CH:18]=3)=[CH:11][CH:10]=[N:9]2)=[CH:4][CH:3]=1.[CH3:22]N(C)C=O.CI.C(OCC)(=O)C. The catalyst is O. The product is [CH3:22][O:19][C:17]1[CH:18]=[C:13]([C:12]2[N:8]([C:5]3[CH:4]=[CH:3][C:2]([F:1])=[CH:7][CH:6]=3)[N:9]=[CH:10][CH:11]=2)[CH:14]=[CH:15][C:16]=1[O:20][CH3:21]. The yield is 0.480.